Dataset: Forward reaction prediction with 1.9M reactions from USPTO patents (1976-2016). Task: Predict the product of the given reaction. (1) Given the reactants CN1CCOCC1.[CH3:8][C:9]1[O:13][N:12]=[C:11]([C:14]2[CH:15]=[C:16]([CH:28]=[CH:29][CH:30]=2)[O:17][CH:18]([C:22]2[CH:27]=[CH:26][CH:25]=[CH:24][CH:23]=2)[C:19]([OH:21])=O)[N:10]=1.[NH2:31][C:32]1[CH:37]=[CH:36][C:35]([N:38]2[CH2:43][CH2:42][CH2:41][CH2:40][C:39]2=[O:44])=[CH:34][CH:33]=1.Cl.CN(C)CCCN=C=NCC.O.OC1C2N=NNC=2C=CC=1.C(=O)([O-])[O-].[Na+].[Na+], predict the reaction product. The product is: [CH3:8][C:9]1[O:13][N:12]=[C:11]([C:14]2[CH:15]=[C:16]([CH:28]=[CH:29][CH:30]=2)[O:17][CH:18]([C:22]2[CH:27]=[CH:26][CH:25]=[CH:24][CH:23]=2)[C:19]([NH:31][C:32]2[CH:37]=[CH:36][C:35]([N:38]3[CH2:43][CH2:42][CH2:41][CH2:40][C:39]3=[O:44])=[CH:34][CH:33]=2)=[O:21])[N:10]=1. (2) Given the reactants [CH3:1][C:2]1[CH:9]=[C:8]([S:10][C:11]([F:17])([F:16])[C:12]([F:15])([F:14])[F:13])[CH:7]=[CH:6][C:3]=1[NH:4][CH3:5].[F:18][C:19]1[CH:29]=[CH:28][CH:27]=[C:26]([F:30])[C:20]=1[C:21]([N:23]=[C:24]=[O:25])=[O:22].CCCCCC, predict the reaction product. The product is: [F:18][C:19]1[CH:29]=[CH:28][CH:27]=[C:26]([F:30])[C:20]=1[C:21]([NH:23][C:24](=[O:25])[N:4]([CH3:5])[C:3]1[CH:6]=[CH:7][C:8]([S:10][C:11]([F:17])([F:16])[C:12]([F:13])([F:14])[F:15])=[CH:9][C:2]=1[CH3:1])=[O:22]. (3) The product is: [CH3:19][O:16][C:15]([C:14]1[C:8]2[O:7][B:6]([OH:18])[C@@H:5]([NH:4][C:1](=[O:3])[CH3:2])[CH2:10][C:9]=2[CH:11]=[CH:12][CH:13]=1)=[O:17]. Given the reactants [C:1]([NH:4][CH:5]1[CH2:10][C:9]2[CH:11]=[CH:12][CH:13]=[C:14]([C:15]([OH:17])=[O:16])[C:8]=2[O:7][B:6]1[OH:18])(=[O:3])[CH3:2].[CH3:19]O, predict the reaction product. (4) The product is: [C:2]([C:6]1[CH:7]=[CH:8][C:9](/[C:12](/[C:21]2[NH:22][C:23](=[O:28])[C:24]([Cl:27])=[CH:25][CH:26]=2)=[CH:13]\[C@H:14]2[CH2:15][CH2:16][C:17](=[O:20])[N:18]2[CH3:19])=[CH:10][CH:11]=1)([CH3:5])([CH3:3])[CH3:4]. Given the reactants Br.[C:2]([C:6]1[CH:11]=[CH:10][C:9](/[C:12](/[C:21]2[CH:26]=[CH:25][C:24]([Cl:27])=[C:23]([O:28]C)[N:22]=2)=[CH:13]\[C@@H:14]2[N:18]([CH3:19])[C:17](=[O:20])[CH2:16][CH2:15]2)=[CH:8][CH:7]=1)([CH3:5])([CH3:4])[CH3:3].O, predict the reaction product. (5) Given the reactants [C:1]([O:6][CH2:7][CH2:8][OH:9])(=[O:5])[C:2]([CH3:4])=[CH2:3].[CH3:10][C:11]([CH3:13])=[O:12], predict the reaction product. The product is: [C:1]([O:6][CH2:7][CH2:8][OH:9])(=[O:5])[C:2]([CH3:4])=[CH2:3].[C:1]([O:6][CH2:10][CH:11]1[O:12][CH2:13]1)(=[O:5])[C:2]([CH3:4])=[CH2:3]. (6) Given the reactants [F:1][C:2]1[CH:3]=[C:4]([N:9]2[CH2:13][C@H:12]([CH2:14][N:15]3[CH:19]=[CH:18][N:17]=[N:16]3)[O:11][C:10]2=[O:20])[CH:5]=[CH:6][C:7]=1I.C[Sn](C)(C)[C:23]1[CH:24]=[CH:25][C:26]([C:29]2[CH2:33][CH:32]([CH2:34][OH:35])[O:31][N:30]=2)=[N:27][CH:28]=1.O1C=CC=C1P(C1OC=CC=1)C1OC=CC=1, predict the reaction product. The product is: [F:1][C:2]1[CH:3]=[C:4]([N:9]2[CH2:13][C@H:12]([CH2:14][N:15]3[CH:19]=[CH:18][N:17]=[N:16]3)[O:11][C:10]2=[O:20])[CH:5]=[CH:6][C:7]=1[C:23]1[CH:28]=[N:27][C:26]([C:29]2[CH2:33][CH:32]([CH2:34][OH:35])[O:31][N:30]=2)=[CH:25][CH:24]=1.